Dataset: Forward reaction prediction with 1.9M reactions from USPTO patents (1976-2016). Task: Predict the product of the given reaction. Given the reactants Cl.[Cl:2][C:3]1[CH:4]=[C:5]2[C:9](=[CH:10][CH:11]=1)[NH:8][CH:7]=[C:6]2[CH2:12][CH2:13][NH2:14].[C:15]([O:19][C:20]([NH:22][C:23]1[O:27][N:26]=[C:25]([C:28](O)=[O:29])[CH:24]=1)=[O:21])([CH3:18])([CH3:17])[CH3:16].CN(C(ON1N=NC2C=CC=NC1=2)=[N+](C)C)C.F[P-](F)(F)(F)(F)F.C(N(CC)C(C)C)(C)C, predict the reaction product. The product is: [Cl:2][C:3]1[CH:4]=[C:5]2[C:9](=[CH:10][CH:11]=1)[NH:8][CH:7]=[C:6]2[CH2:12][CH2:13][NH:14][C:28]([C:25]1[CH:24]=[C:23]([NH:22][C:20](=[O:21])[O:19][C:15]([CH3:17])([CH3:16])[CH3:18])[O:27][N:26]=1)=[O:29].